Dataset: Reaction yield outcomes from USPTO patents with 853,638 reactions. Task: Predict the reaction yield, written as a fraction of the theoretical maximum amount of product (1.0 means a 100% yield; for example, 0.34 means a 34% yield). (1) The reactants are Cl[C:2]1[CH:7]=[C:6]([C:8]2[CH:38]=[CH:37][C:11]3[N:12]([C:15]4[S:19][C:18]([C:20]([O:22][CH3:23])=[O:21])=[C:17]([O:24][C@@H:25]([C:27]5[CH:32]=[CH:31][CH:30]=[CH:29][C:28]=5[C:33]([F:36])([F:35])[F:34])[CH3:26])[CH:16]=4)[CH:13]=[N:14][C:10]=3[CH:9]=2)[CH:5]=[CH:4][N:3]=1.[C:39](=[NH:52])([C:46]1[CH:51]=[CH:50][CH:49]=[CH:48][CH:47]=1)[C:40]1[CH:45]=[CH:44][CH:43]=[CH:42][CH:41]=1.C(=O)([O-])[O-].[Cs+].[Cs+]. The catalyst is O1CCOCC1.CCOC(C)=O.C1(P(C2C=CC=CC=2)C2C3OC4C(=CC=CC=4P(C4C=CC=CC=4)C4C=CC=CC=4)C(C)(C)C=3C=CC=2)C=CC=CC=1. The product is [C:40]1([C:39](=[N:52][C:2]2[CH:7]=[C:6]([C:8]3[CH:38]=[CH:37][C:11]4[N:12]([C:15]5[S:19][C:18]([C:20]([O:22][CH3:23])=[O:21])=[C:17]([O:24][C@@H:25]([C:27]6[CH:32]=[CH:31][CH:30]=[CH:29][C:28]=6[C:33]([F:34])([F:35])[F:36])[CH3:26])[CH:16]=5)[CH:13]=[N:14][C:10]=4[CH:9]=3)[CH:5]=[CH:4][N:3]=2)[C:46]2[CH:47]=[CH:48][CH:49]=[CH:50][CH:51]=2)[CH:45]=[CH:44][CH:43]=[CH:42][CH:41]=1. The yield is 0.830. (2) The reactants are [CH3:1][C:2]1[C:10]2[C:5](=[C:6]([C:11]([F:14])([F:13])[F:12])[CH:7]=[CH:8][CH:9]=2)[NH:4][C:3]=1[C:15](OCC)=[O:16].[H-].[H-].[H-].[H-].[Li+].[Al+3]. The catalyst is C1COCC1. The product is [CH3:1][C:2]1[C:10]2[C:5](=[C:6]([C:11]([F:14])([F:12])[F:13])[CH:7]=[CH:8][CH:9]=2)[NH:4][C:3]=1[CH2:15][OH:16]. The yield is 0.570. (3) The reactants are CO[C:3]1[C:8]2[N:9]=[CH:10][O:11][C:7]=2[CH:6]=[CH:5][CH:4]=1.[OH:12][C:13]1C2N=COC=2C=CC=1.C([O-])([O-])=O.[K+].[K+].IC. The catalyst is CC(C)=O. The product is [CH3:13][O:12][C:6]1[C:7]2[O:11][CH:10]=[N:9][C:8]=2[CH:3]=[CH:4][CH:5]=1. The yield is 0.910. (4) The reactants are [Cl-].[O:2]=[C:3]([C:6]1[CH:11]=[CH:10][CH:9]=[CH:8][CH:7]=1)[CH2:4][NH3+:5].C([O-])(O)=O.[Na+].[CH3:17][C:18]([O:21][C:22](O[C:22]([O:21][C:18]([CH3:20])([CH3:19])[CH3:17])=[O:23])=[O:23])([CH3:20])[CH3:19]. The catalyst is CO. The product is [O:2]=[C:3]([C:6]1[CH:11]=[CH:10][CH:9]=[CH:8][CH:7]=1)[CH2:4][NH:5][C:22](=[O:23])[O:21][C:18]([CH3:20])([CH3:19])[CH3:17]. The yield is 0.910. (5) The reactants are C[O:2][C:3](=[O:17])[C:4]1[CH:9]=[CH:8][C:7]([C:10]2[S:11][C:12]([CH:15]=[O:16])=[CH:13][CH:14]=2)=[CH:6][CH:5]=1.[OH-].[Li+].Cl. The yield is 0.530. The catalyst is CO.O. The product is [CH:15]([C:12]1[S:11][C:10]([C:7]2[CH:8]=[CH:9][C:4]([C:3]([OH:17])=[O:2])=[CH:5][CH:6]=2)=[CH:14][CH:13]=1)=[O:16]. (6) The reactants are C([N:4]([CH2:11][CH2:12][CH2:13][CH2:14][CH2:15][CH2:16][CH2:17][CH3:18])[C:5]1[CH:10]=[CH:9][CH:8]=[CH:7][CH:6]=1)(=O)C.Cl.[OH-].[K+]. The catalyst is O. The product is [CH2:11]([NH:4][C:5]1[CH:6]=[CH:7][CH:8]=[CH:9][CH:10]=1)[CH2:12][CH2:13][CH2:14][CH2:15][CH2:16][CH2:17][CH3:18]. The yield is 0.990. (7) The reactants are [CH3:1][O:2][C:3]([CH:5]1[CH:10]([NH:11]C(C2C=CC=CC=2)C)[CH:9]2[N:20]([C:21]([O:23][C:24]([CH3:27])([CH3:26])[CH3:25])=[O:22])[CH:6]1[CH2:7][CH2:8]2)=[O:4]. The catalyst is CO.[OH-].[OH-].[Pd+2]. The product is [CH3:1][O:2][C:3]([CH:5]1[CH:10]([NH2:11])[CH:9]2[N:20]([C:21]([O:23][C:24]([CH3:27])([CH3:26])[CH3:25])=[O:22])[CH:6]1[CH2:7][CH2:8]2)=[O:4]. The yield is 0.714. (8) The reactants are [NH2:1][C@H:2]1[CH2:33][CH2:32][C:5]2[N:6]=[C:7]([NH:9][C:10](=[O:31])[C:11]3[CH:16]=[CH:15][CH:14]=[C:13]([CH2:17][N:18]4[CH:22]=[C:21]([C:23]5[CH:28]=[CH:27][C:26]([C:29]#[N:30])=[CH:25][CH:24]=5)[CH:20]=[N:19]4)[CH:12]=3)[S:8][C:4]=2[CH2:3]1.[F:34][C:35]([F:40])([F:39])[CH2:36][CH:37]=O.[C:41]([BH3-])#[N:42].[Na+].CO.C(Cl)Cl. The catalyst is C(O)(=O)C. The product is [F:34][C:35]([F:40])([F:39])[CH2:36][CH2:37][N:42]([CH2:41][CH2:36][C:35]([F:40])([F:39])[F:34])[C@H:2]1[CH2:33][CH2:32][C:5]2[N:6]=[C:7]([NH:9][C:10](=[O:31])[C:11]3[CH:16]=[CH:15][CH:14]=[C:13]([CH2:17][N:18]4[CH:22]=[C:21]([C:23]5[CH:28]=[CH:27][C:26]([C:29]#[N:30])=[CH:25][CH:24]=5)[CH:20]=[N:19]4)[CH:12]=3)[S:8][C:4]=2[CH2:3]1.[C:29]([C:26]1[CH:25]=[CH:24][C:23]([C:21]2[CH:20]=[N:19][N:18]([CH2:17][C:13]3[CH:12]=[C:11]([CH:16]=[CH:15][CH:14]=3)[C:10]([NH:9][C:7]3[S:8][C:4]4[CH2:3][C@@H:2]([NH:1][CH2:37][CH2:36][C:35]([F:40])([F:39])[F:34])[CH2:33][CH2:32][C:5]=4[N:6]=3)=[O:31])[CH:22]=2)=[CH:28][CH:27]=1)#[N:30]. The yield is 0.0400. (9) The reactants are [CH3:1][O:2][C:3]1[CH:8]=[CH:7][C:6]([C@@H:9]2[CH2:11][O:10]2)=[CH:5][N:4]=1.[N-:12]=[N+:13]=[N-:14].[Na+].Cl([O-])(=O)(=O)=O.[Li+]. The catalyst is C(#N)C. The product is [N:12]([C@@H:9]([C:6]1[CH:5]=[N:4][C:3]([O:2][CH3:1])=[CH:8][CH:7]=1)[CH2:11][OH:10])=[N+:13]=[N-:14]. The yield is 0.690.